Predict which catalyst facilitates the given reaction. From a dataset of Catalyst prediction with 721,799 reactions and 888 catalyst types from USPTO. (1) Reactant: CC(C)([O-])C.[K+].[OH:7][CH2:8][CH2:9][CH2:10][N:11]1[C:19]2[C:14](=[CH:15][CH:16]=[CH:17][CH:18]=2)[C:13]([CH2:20][C:21]([NH2:23])=[O:22])=[CH:12]1.C[O:25][C:26](=O)[C:27]([C:29]1[CH:37]=[CH:36][CH:35]=[C:34]2[C:30]=1[CH:31]=[CH:32][N:33]2[CH3:38])=O. Product: [CH3:38][N:33]1[C:34]2[C:30](=[C:29]([C:27]3[C:26](=[O:25])[NH:23][C:21](=[O:22])[C:20]=3[C:13]3[C:14]4[C:19](=[CH:18][CH:17]=[CH:16][CH:15]=4)[N:11]([CH2:10][CH2:9][CH2:8][OH:7])[CH:12]=3)[CH:37]=[CH:36][CH:35]=2)[CH:31]=[CH:32]1. The catalyst class is: 9. (2) Reactant: [NH2:1][C:2]1[C:7]([OH:8])=[CH:6][CH:5]=[CH:4][C:3]=1[OH:9].Cl[CH2:11][C:12](Cl)=[O:13].C([O-])([O-])=O.[K+].[K+]. Product: [OH:8][C:7]1[C:2]2[NH:1][C:12](=[O:13])[CH2:11][O:9][C:3]=2[CH:4]=[CH:5][CH:6]=1. The catalyst class is: 85. (3) Reactant: [C:1]([C:4]1[C:9]([NH:10][C:11]([C:13]2[S:14][CH:15]=[C:16]([C:18]#[C:19][Si](C)(C)C)[N:17]=2)=O)=[C:8]([CH3:24])[C:7]([O:25][CH3:26])=[CH:6][CH:5]=1)(=[O:3])[CH3:2].CC(C)([O-])C.[K+]. Product: [CH3:26][O:25][C:7]1[C:8]([CH3:24])=[C:9]2[C:4]([C:1]([OH:3])=[CH:2][C:11]([C:13]3[S:14][CH:15]=[C:16]([C:18]#[CH:19])[N:17]=3)=[N:10]2)=[CH:5][CH:6]=1. The catalyst class is: 107. (4) The catalyst class is: 10. Reactant: Br[CH:2]([CH2:7]Br)[C:3]([O:5][CH3:6])=[O:4].C([O-])([O-])=O.[K+].[K+].[CH2:15]([NH2:22])[C:16]1[CH:21]=[CH:20][CH:19]=[CH:18][CH:17]=1. Product: [CH2:15]([N:22]1[CH2:7][CH:2]1[C:3]([O:5][CH3:6])=[O:4])[C:16]1[CH:21]=[CH:20][CH:19]=[CH:18][CH:17]=1. (5) Reactant: [NH2:1][C:2]1[N:7]=[C:6](Cl)[CH:5]=[C:4]([CH:9]2[CH2:13][CH2:12][CH2:11][CH2:10]2)[N:3]=1.[CH3:14][N:15]1[CH2:20][CH2:19][NH:18][CH2:17][CH2:16]1. Product: [CH:9]1([C:4]2[CH:5]=[C:6]([N:18]3[CH2:19][CH2:20][N:15]([CH3:14])[CH2:16][CH2:17]3)[N:7]=[C:2]([NH2:1])[N:3]=2)[CH2:13][CH2:12][CH2:11][CH2:10]1. The catalyst class is: 14.